The task is: Predict the reactants needed to synthesize the given product.. This data is from Full USPTO retrosynthesis dataset with 1.9M reactions from patents (1976-2016). (1) Given the product [CH2:26]([N:15]([CH2:13][CH3:14])[C:16]1[CH:17]=[C:18]([C:19]2[O:1][N:2]=[C:3]([C:4]3[CH:5]=[CH:6][C:7]([CH2:10][OH:11])=[CH:8][CH:9]=3)[N:12]=2)[CH:22]=[C:23]([CH3:25])[N:24]=1)[CH3:27], predict the reactants needed to synthesize it. The reactants are: [OH:1][NH:2][C:3](=[NH:12])[C:4]1[CH:9]=[CH:8][C:7]([CH2:10][OH:11])=[CH:6][CH:5]=1.[CH2:13]([N:15]([CH2:26][CH3:27])[C:16]1[CH:17]=[C:18]([CH:22]=[C:23]([CH3:25])[N:24]=1)[C:19](O)=O)[CH3:14]. (2) Given the product [N:10]1([C:2]2[CH:3]=[C:4]([CH:7]=[CH:8][CH:9]=2)[CH:5]=[O:6])[CH:14]=[N:13][CH:12]=[N:11]1, predict the reactants needed to synthesize it. The reactants are: F[C:2]1[CH:3]=[C:4]([CH:7]=[CH:8][CH:9]=1)[CH:5]=[O:6].[NH:10]1[CH:14]=[N:13][CH:12]=[N:11]1.C([O-])([O-])=O.[K+].[K+]. (3) The reactants are: [N+:1]([C:4]1[CH:5]=[N:6][N:7]([CH2:9][O:10][CH2:11][CH2:12][Si:13]([CH3:16])([CH3:15])[CH3:14])[CH:8]=1)([O-:3])=[O:2].C[Si](C)(C)[N-][Si](C)(C)C.[Li+].[I:27]I. Given the product [I:27][C:8]1[N:7]([CH2:9][O:10][CH2:11][CH2:12][Si:13]([CH3:16])([CH3:15])[CH3:14])[N:6]=[CH:5][C:4]=1[N+:1]([O-:3])=[O:2], predict the reactants needed to synthesize it. (4) Given the product [Cl:15][C:4]1[N:3]=[C:2]2[NH:17][N:18]=[C:8]([C:10]3[CH:14]=[CH:13][NH:12][CH:11]=3)[C:7]2=[CH:6][CH:5]=1, predict the reactants needed to synthesize it. The reactants are: Cl[C:2]1[C:7]([C:8]([C:10]2[CH:14]=[CH:13][NH:12][CH:11]=2)=O)=[CH:6][CH:5]=[C:4]([Cl:15])[N:3]=1.O.[NH2:17][NH2:18]. (5) Given the product [F:26][C:2]([F:1])([F:25])[C:3]1[CH:20]=[C:19]([C:21]([F:24])([F:23])[F:22])[CH:18]=[CH:17][C:4]=1[CH2:5][N:6]1[CH2:7][CH:8]2[CH2:14][CH:12]([CH2:11][CH:10](/[CH:15]=[C:35]3/[C:31]([NH:30][CH2:27][C:28]#[CH:29])=[N:32][C:33](=[O:36])[S:34]/3)[CH2:9]2)[CH2:13]1, predict the reactants needed to synthesize it. The reactants are: [F:1][C:2]([F:26])([F:25])[C:3]1[CH:20]=[C:19]([C:21]([F:24])([F:23])[F:22])[CH:18]=[CH:17][C:4]=1[CH2:5][N:6]1[CH2:13][CH:12]2[CH2:14][CH:8]([CH2:9][CH:10]([CH:15]=O)[CH2:11]2)[CH2:7]1.[CH2:27]([NH:30][C:31]1[CH2:35][S:34][C:33](=[O:36])[N:32]=1)[C:28]#[CH:29].C([O-])(=O)C.[NH2+]1CCCCC1.C(=O)([O-])O.[Na+]. (6) Given the product [CH2:1]([O:3][C:4]([C:6]1[C:7]([OH:23])=[C:8]2[C:15]([C:16]3[CH:21]=[CH:20][C:19]([Cl:22])=[CH:18][CH:17]=3)=[N:14][S:13][C:9]2=[C:10]([C:30]2[CH:29]=[CH:28][CH:27]=[C:26]([O:25][CH3:24])[CH:31]=2)[N:11]=1)=[O:5])[CH3:2], predict the reactants needed to synthesize it. The reactants are: [CH2:1]([O:3][C:4]([C:6]1[C:7]([OH:23])=[C:8]2[C:15]([C:16]3[CH:21]=[CH:20][C:19]([Cl:22])=[CH:18][CH:17]=3)=[N:14][S:13][C:9]2=[C:10](Br)[N:11]=1)=[O:5])[CH3:2].[CH3:24][O:25][C:26]1[CH:27]=[C:28](B(O)O)[CH:29]=[CH:30][CH:31]=1.